This data is from Full USPTO retrosynthesis dataset with 1.9M reactions from patents (1976-2016). The task is: Predict the reactants needed to synthesize the given product. (1) Given the product [ClH:26].[N+:23]([C:20]1[CH:21]=[CH:22][C:17]([CH2:16][O:15][C:13]([NH:12][CH:10]2[CH2:9][NH:8][CH2:11]2)=[O:14])=[CH:18][CH:19]=1)([O-:25])=[O:24], predict the reactants needed to synthesize it. The reactants are: C(OC([N:8]1[CH2:11][CH:10]([NH:12][C:13]([O:15][CH2:16][C:17]2[CH:22]=[CH:21][C:20]([N+:23]([O-:25])=[O:24])=[CH:19][CH:18]=2)=[O:14])[CH2:9]1)=O)(C)(C)C.[ClH:26]. (2) The reactants are: [C:1]1([CH:7]2[O:11][N:10]=[C:9]([C:12]3[N:13]=[C:14]([C:17]4[CH:22]=[CH:21][N:20]=[CH:19][CH:18]=4)[S:15][CH:16]=3)[CH2:8]2)[CH:6]=[CH:5][CH:4]=[CH:3][CH:2]=1.[CH2:23](Br)[C:24]1[CH:29]=[CH:28][CH:27]=[CH:26][CH:25]=1.[BH4-].[Na+].Cl. Given the product [C:1]1([CH:7]2[O:11][N:10]=[C:9]([C:12]3[N:13]=[C:14]([C:17]4[CH2:18][CH2:19][N:20]([CH2:23][C:24]5[CH:29]=[CH:28][CH:27]=[CH:26][CH:25]=5)[CH2:21][CH:22]=4)[S:15][CH:16]=3)[CH2:8]2)[CH:2]=[CH:3][CH:4]=[CH:5][CH:6]=1, predict the reactants needed to synthesize it. (3) Given the product [C:23]([C:20]1[CH:19]=[CH:18][C:17]([CH2:16][C:15]([NH:14][CH:11]2[CH2:12][CH2:13][NH:8][CH2:9][CH2:10]2)=[O:25])=[CH:22][CH:21]=1)#[N:24], predict the reactants needed to synthesize it. The reactants are: C(OC([N:8]1[CH2:13][CH2:12][CH:11]([NH:14][C:15](=[O:25])[CH2:16][C:17]2[CH:22]=[CH:21][C:20]([C:23]#[N:24])=[CH:19][CH:18]=2)[CH2:10][CH2:9]1)=O)(C)(C)C.Cl.O1CCOCC1. (4) Given the product [O:13]=[C:12]([CH2:8][CH2:7][CH2:6][CH2:5][CH2:4][CH2:3][CH:2]=[CH2:1])[CH2:14][CH2:15][CH2:16][CH2:17][CH2:18][CH2:19][C:20]([O:22][CH2:23][CH3:24])=[O:21], predict the reactants needed to synthesize it. The reactants are: [CH2:1]([Mg]Br)[CH2:2][CH2:3][CH2:4][CH2:5][CH2:6][CH:7]=[CH2:8].Cl[C:12]([CH2:14][CH2:15][CH2:16][CH2:17][CH2:18][CH2:19][C:20]([O:22][CH2:23][CH3:24])=[O:21])=[O:13]. (5) Given the product [C:1]([O:5][C:6]([NH:8][CH2:9][C:10]#[C:11][C:12]1[CH:41]=[CH:40][C:15]([C:16]([NH:18][CH2:19][CH2:20][C:21]2[CH:22]=[C:23]3[C:27](=[CH:28][CH:29]=2)[N:26]([C:30]([O:32][C:33]([CH3:36])([CH3:35])[CH3:34])=[O:31])[CH:25]=[C:24]3[C:37](=[NH:48])[NH2:38])=[O:17])=[CH:14][CH:13]=1)=[O:7])([CH3:4])([CH3:3])[CH3:2], predict the reactants needed to synthesize it. The reactants are: [C:1]([O:5][C:6]([NH:8][CH2:9][C:10]#[C:11][C:12]1[CH:41]=[CH:40][C:15]([C:16]([NH:18][CH2:19][CH2:20][C:21]2[CH:22]=[C:23]3[C:27](=[CH:28][CH:29]=2)[N:26]([C:30]([O:32][C:33]([CH3:36])([CH3:35])[CH3:34])=[O:31])[CH:25]=[C:24]3[C:37](=S)[NH2:38])=[O:17])=[CH:14][CH:13]=1)=[O:7])([CH3:4])([CH3:3])[CH3:2].CI.C([O-])(=O)C.[NH4+:48]. (6) Given the product [Cl:37][C:22]1[C:23]([NH:25][C:26]2[CH:31]=[CH:30][CH:29]=[CH:28][C:27]=2[N:32]2[CH:36]=[CH:35][CH:34]=[N:33]2)=[N:24][C:19]([NH:1][C:2]2[C:15]([O:16][CH3:17])=[CH:14][C:5]3[N:6]([CH2:12][CH3:13])[C:7](=[O:11])[CH2:8][CH2:9][CH2:10][C:4]=3[CH:3]=2)=[N:20][CH:21]=1, predict the reactants needed to synthesize it. The reactants are: [NH2:1][C:2]1[C:15]([O:16][CH3:17])=[CH:14][C:5]2[N:6]([CH2:12][CH3:13])[C:7](=[O:11])[CH2:8][CH2:9][CH2:10][C:4]=2[CH:3]=1.Cl[C:19]1[N:24]=[C:23]([NH:25][C:26]2[CH:31]=[CH:30][CH:29]=[CH:28][C:27]=2[N:32]2[CH:36]=[CH:35][CH:34]=[N:33]2)[C:22]([Cl:37])=[CH:21][N:20]=1. (7) Given the product [F:1][C:2]1[CH:7]=[CH:6][C:5]([CH2:8][C:9]2[CH:18]=[C:17]3[C:12]([C:13]([OH:25])=[C:14]([C:20]([NH:26][CH2:27][CH2:28][O:29][CH:30]([CH3:32])[CH3:31])=[O:21])[C:15](=[O:19])[NH:16]3)=[N:11][CH:10]=2)=[CH:4][CH:3]=1, predict the reactants needed to synthesize it. The reactants are: [F:1][C:2]1[CH:7]=[CH:6][C:5]([CH2:8][C:9]2[CH:18]=[C:17]3[C:12]([C:13]([OH:25])=[C:14]([C:20](OCC)=[O:21])[C:15](=[O:19])[NH:16]3)=[N:11][CH:10]=2)=[CH:4][CH:3]=1.[NH2:26][CH2:27][CH2:28][O:29][CH:30]([CH3:32])[CH3:31]. (8) The reactants are: [NH4+].[Cl-].[CH3:3][O:4][C:5](=[O:18])[CH2:6][O:7][C:8]1[CH:13]=[CH:12][C:11]([N+:14]([O-])=O)=[CH:10][C:9]=1[I:17]. Given the product [CH3:3][O:4][C:5](=[O:18])[CH2:6][O:7][C:8]1[CH:13]=[CH:12][C:11]([NH2:14])=[CH:10][C:9]=1[I:17], predict the reactants needed to synthesize it. (9) Given the product [OH:40][CH2:39][CH2:38][N:37]1[CH2:36][C:21]2[C:20](=[CH:25][CH:24]=[C:23]([C:26]3[CH:27]=[CH:28][C:29]([C:32]([F:35])([F:33])[F:34])=[CH:30][CH:31]=3)[CH:22]=2)[NH:19][C:49]1=[O:48], predict the reactants needed to synthesize it. The reactants are: [F-].C([N+](CCCC)(CCCC)CCCC)CCC.[NH2:19][C:20]1[CH:25]=[CH:24][C:23]([C:26]2[CH:31]=[CH:30][C:29]([C:32]([F:35])([F:34])[F:33])=[CH:28][CH:27]=2)=[CH:22][C:21]=1[CH2:36][NH:37][CH2:38][CH2:39][O:40][Si](C(C)(C)C)(C)C.[O:48]1CCC[CH2:49]1.